Dataset: Full USPTO retrosynthesis dataset with 1.9M reactions from patents (1976-2016). Task: Predict the reactants needed to synthesize the given product. (1) Given the product [CH2:11]([N:4]([C:5]1[CH:10]=[CH:9][CH:8]=[CH:7][CH:6]=1)[CH2:3][CH2:2][O:20][C:19]1[CH:26]=[CH:25][C:23]([OH:24])=[CH:22][CH:21]=1)[CH3:12], predict the reactants needed to synthesize it. The reactants are: Cl[CH2:2][CH2:3][N:4]([CH2:11][CH3:12])[C:5]1[CH:10]=[CH:9][CH:8]=[CH:7][CH:6]=1.C([O-])([O-])=O.[K+].[K+].[C:19]1([CH:26]=[CH:25][C:23]([OH:24])=[CH:22][CH:21]=1)[OH:20]. (2) Given the product [CH3:19][S:20]([O:12][CH2:11][CH2:10][C:6]1[CH:7]=[CH:8][CH:9]=[C:4]([N+:1]([O-:3])=[O:2])[CH:5]=1)(=[O:22])=[O:21], predict the reactants needed to synthesize it. The reactants are: [N+:1]([C:4]1[CH:5]=[C:6]([CH2:10][CH2:11][OH:12])[CH:7]=[CH:8][CH:9]=1)([O-:3])=[O:2].N1C=CC=CC=1.[CH3:19][S:20](Cl)(=[O:22])=[O:21].O. (3) Given the product [CH3:1][O:2][C:3](=[O:23])[C@@H:4]([N:16]1[C:17]([CH3:22])=[CH:18][C:19]([C:26](=[O:27])[C:25]([F:36])([F:35])[F:24])=[C:20]1[CH3:21])[CH2:5][C:6]1[CH:7]=[CH:8][C:9]([O:12][C:13](=[O:15])[CH3:14])=[CH:10][CH:11]=1, predict the reactants needed to synthesize it. The reactants are: [CH3:1][O:2][C:3](=[O:23])[CH:4]([N:16]1[C:20]([CH3:21])=[CH:19][CH:18]=[C:17]1[CH3:22])[CH2:5][C:6]1[CH:11]=[CH:10][C:9]([O:12][C:13](=[O:15])[CH3:14])=[CH:8][CH:7]=1.[F:24][C:25]([F:36])([F:35])[C:26](O[C:26](=[O:27])[C:25]([F:36])([F:35])[F:24])=[O:27].FC(F)(F)S(O)(=O)=O.[Cl-].[NH4+]. (4) The reactants are: Cl[C:2]1[C:3]2[S:10][CH:9]=[CH:8][C:4]=2[N:5]=[CH:6][N:7]=1.FC1C=C([N+]([O-])=O)C=CC=1OC1C2SC(C(NCCN3CCOCC3)=O)=CC=2N=CN=1.FC1C=C([N+]([O-])=O)C=CC=1O.[Cl:53][C:54]1[CH:55]=[C:56]([OH:63])[CH:57]=[CH:58][C:59]=1[N+:60]([O-:62])=[O:61]. Given the product [Cl:53][C:54]1[CH:55]=[C:56]([CH:57]=[CH:58][C:59]=1[N+:60]([O-:62])=[O:61])[O:63][C:2]1[C:3]2[S:10][CH:9]=[CH:8][C:4]=2[N:5]=[CH:6][N:7]=1, predict the reactants needed to synthesize it.